Dataset: Full USPTO retrosynthesis dataset with 1.9M reactions from patents (1976-2016). Task: Predict the reactants needed to synthesize the given product. Given the product [Cl:11][C:12]1[CH:13]=[C:14]([S:19]([NH:10][C:4]2[C:3]([O:2][CH3:1])=[N:8][C:7]([CH3:9])=[CH:6][N:5]=2)(=[O:20])=[O:21])[CH:15]=[CH:16][C:17]=1[Cl:18], predict the reactants needed to synthesize it. The reactants are: [CH3:1][O:2][C:3]1[C:4]([NH2:10])=[N:5][CH:6]=[C:7]([CH3:9])[N:8]=1.[Cl:11][C:12]1[CH:13]=[C:14]([S:19](Cl)(=[O:21])=[O:20])[CH:15]=[CH:16][C:17]=1[Cl:18].